Predict the reaction yield, written as a fraction of the theoretical maximum amount of product (1.0 means a 100% yield; for example, 0.34 means a 34% yield). From a dataset of Reaction yield outcomes from USPTO patents with 853,638 reactions. The reactants are [NH2:1][C:2]1[C:11]2[C:6](=[CH:7][CH:8]=[CH:9][C:10]=2[O:12][CH2:13][C:14]([CH3:22])([CH3:21])[C:15]([NH:17][CH:18]([CH3:20])[CH3:19])=[O:16])[N:5]=[C:4]([CH3:23])[C:3]=1[C:24]([O:26]CC)=[O:25].[OH-].[Na+].Cl. The catalyst is CCO. The product is [NH2:1][C:2]1[C:11]2[C:6](=[CH:7][CH:8]=[CH:9][C:10]=2[O:12][CH2:13][C:14]([CH3:21])([CH3:22])[C:15]([NH:17][CH:18]([CH3:20])[CH3:19])=[O:16])[N:5]=[C:4]([CH3:23])[C:3]=1[C:24]([OH:26])=[O:25]. The yield is 0.890.